Dataset: Reaction yield outcomes from USPTO patents with 853,638 reactions. Task: Predict the reaction yield, written as a fraction of the theoretical maximum amount of product (1.0 means a 100% yield; for example, 0.34 means a 34% yield). (1) The reactants are [C:1]([O:5][C:6]([N:8]([CH3:15])[CH2:9][CH2:10][C:11](OC)=[O:12])=[O:7])([CH3:4])([CH3:3])[CH3:2].O.[NH2:17][NH2:18]. The catalyst is CCO. The product is [NH:17]([C:11](=[O:12])[CH2:10][CH2:9][N:8]([CH3:15])[C:6](=[O:7])[O:5][C:1]([CH3:4])([CH3:3])[CH3:2])[NH2:18]. The yield is 0.980. (2) The reactants are [CH3:1][C:2]([CH3:30])([CH3:29])[C:3]([O:5][CH:6]1[CH2:11]C=C(S(C2C=CC(C)=CC=2)(=O)=O)C[CH:7]1[O:22][C:23](=[O:28])[C:24]([CH3:27])([CH3:26])[CH3:25])=[O:4].C(O[K])(C)(C)C.CC(C)(C)C([O-])=O.[CH2:44]1[C:52]2[CH:47](CC=C[CH:51]=2)[CH2:46][NH:45]1.FC(F)(F)C(O)=O. The catalyst is C1COCC1. The product is [CH3:29][C:2]([CH3:30])([CH3:1])[C:3]([O:5][CH:6]1[CH:7]([O:22][C:23](=[O:28])[C:24]([CH3:26])([CH3:25])[CH3:27])[CH2:51][C:52]2[C:47](=[CH:46][NH:45][CH:44]=2)[CH2:11]1)=[O:4]. The yield is 0.520.